Dataset: Forward reaction prediction with 1.9M reactions from USPTO patents (1976-2016). Task: Predict the product of the given reaction. (1) Given the reactants [CH3:1][C:2]1[CH:7]=[CH:6][C:5]([NH2:8])=[C:4]([B:9]2[O:13][C:12]([CH3:15])([CH3:14])[C:11]([CH3:17])([CH3:16])[O:10]2)[CH:3]=1.[C:18](Cl)(=[O:20])[CH3:19].N1C=CC=CC=1, predict the reaction product. The product is: [CH3:1][C:2]1[CH:7]=[CH:6][C:5]([NH:8][C:18](=[O:20])[CH3:19])=[C:4]([B:9]2[O:13][C:12]([CH3:15])([CH3:14])[C:11]([CH3:17])([CH3:16])[O:10]2)[CH:3]=1. (2) Given the reactants [Cl:1][C:2]1[CH:7]=[CH:6][C:5]([CH:8]([C:27]2[CH:32]=[CH:31][C:30]([Cl:33])=[CH:29][CH:28]=2)[N:9]2[CH2:12][C:11]([CH:14]([C:19]3[CH:24]=[C:23]([F:25])[CH:22]=[C:21]([F:26])[CH:20]=3)[C:15]([O:17][CH3:18])=[O:16])(O)[CH2:10]2)=[CH:4][CH:3]=1.N1C=CC=CC=1.N1(C2CCCCCCCCCC2)CCCCCCCCCN1, predict the reaction product. The product is: [Cl:33][C:30]1[CH:29]=[CH:28][C:27]([CH:8]([C:5]2[CH:4]=[CH:3][C:2]([Cl:1])=[CH:7][CH:6]=2)[N:9]2[CH2:10][C:11](=[C:14]([C:19]3[CH:20]=[C:21]([F:26])[CH:22]=[C:23]([F:25])[CH:24]=3)[C:15]([O:17][CH3:18])=[O:16])[CH2:12]2)=[CH:32][CH:31]=1. (3) Given the reactants [F:1][C:2]([F:36])([F:35])[C:3]1[CH:4]=[C:5]([C:13]([CH3:34])([CH3:33])[C:14]([N:16]([C:18]2[CH:19]=[N:20][C:21](Cl)=[CH:22][C:23]=2[C:24]2[CH:29]=[CH:28][C:27]([F:30])=[CH:26][C:25]=2[CH3:31])[CH3:17])=[O:15])[CH:6]=[C:7]([C:9]([F:12])([F:11])[F:10])[CH:8]=1.[CH2:37]1[CH:42]2[CH2:43][NH:44][CH2:45][CH2:46][N:41]2[CH2:40][CH2:39][O:38]1.C(=O)([O-])[O-].[K+].[K+], predict the reaction product. The product is: [F:1][C:2]([F:36])([F:35])[C:3]1[CH:4]=[C:5]([C:13]([CH3:34])([CH3:33])[C:14]([N:16]([C:18]2[CH:19]=[N:20][C:21]([N:44]3[CH2:45][CH2:46][N:41]4[CH:42]([CH2:37][O:38][CH2:39][CH2:40]4)[CH2:43]3)=[CH:22][C:23]=2[C:24]2[CH:29]=[CH:28][C:27]([F:30])=[CH:26][C:25]=2[CH3:31])[CH3:17])=[O:15])[CH:6]=[C:7]([C:9]([F:12])([F:11])[F:10])[CH:8]=1. (4) The product is: [CH:39]1([NH:42][C:23](=[O:24])[C:22]2[CH:26]=[C:27]([N:29]3[CH2:30][CH2:31][O:32][CH2:33][CH2:34]3)[CH:28]=[C:20]([NH:19][C:6]3[C:5]4[C:10](=[CH:11][C:2]([F:1])=[CH:3][CH:4]=4)[N:9]=[C:8]([C:12]4[CH:17]=[CH:16][CH:15]=[CH:14][N:13]=4)[C:7]=3[CH3:18])[CH:21]=2)[CH2:41][CH2:40]1. Given the reactants [F:1][C:2]1[CH:11]=[C:10]2[C:5]([C:6]([NH:19][C:20]3[CH:21]=[C:22]([CH:26]=[C:27]([N:29]4[CH2:34][CH2:33][O:32][CH2:31][CH2:30]4)[CH:28]=3)[C:23](O)=[O:24])=[C:7]([CH3:18])[C:8]([C:12]3[CH:17]=[CH:16][CH:15]=[CH:14][N:13]=3)=[N:9]2)=[CH:4][CH:3]=1.C(Cl)CCl.[CH:39]1([NH2:42])[CH2:41][CH2:40]1, predict the reaction product. (5) Given the reactants [Br-].[CH2:2]([Zn+])[C:3]1[CH:8]=[CH:7][CH:6]=[CH:5][CH:4]=1.C1COCC1.[O:15]1[C:19]2[CH:20]=[CH:21][C:22]([C:24]3([C:27]([NH:29][C:30]4[CH:35]=[CH:34][N:33]=[C:32](Cl)[CH:31]=4)=[O:28])[CH2:26][CH2:25]3)=[CH:23][C:18]=2[O:17][CH2:16]1, predict the reaction product. The product is: [O:15]1[C:19]2[CH:20]=[CH:21][C:22]([C:24]3([C:27]([NH:29][C:30]4[CH:35]=[CH:34][N:33]=[C:32]([CH2:2][C:3]5[CH:8]=[CH:7][CH:6]=[CH:5][CH:4]=5)[CH:31]=4)=[O:28])[CH2:26][CH2:25]3)=[CH:23][C:18]=2[O:17][CH2:16]1. (6) Given the reactants [NH2:1][C:2]1[CH:11]=[C:10]([Cl:12])[CH:9]=[CH:8][C:3]=1[C:4]([O:6][CH3:7])=[O:5].[CH2:13]([O:20][C:21]1[CH:26]=[CH:25][C:24]([S:27](Cl)(=[O:29])=[O:28])=[CH:23][CH:22]=1)[C:14]1[CH:19]=[CH:18][CH:17]=[CH:16][CH:15]=1.N1C=CC=CC=1, predict the reaction product. The product is: [CH3:7][O:6][C:4](=[O:5])[C:3]1[CH:8]=[CH:9][C:10]([Cl:12])=[CH:11][C:2]=1[NH:1][S:27]([C:24]1[CH:23]=[CH:22][C:21]([O:20][CH2:13][C:14]2[CH:15]=[CH:16][CH:17]=[CH:18][CH:19]=2)=[CH:26][CH:25]=1)(=[O:29])=[O:28].